This data is from Reaction yield outcomes from USPTO patents with 853,638 reactions. The task is: Predict the reaction yield, written as a fraction of the theoretical maximum amount of product (1.0 means a 100% yield; for example, 0.34 means a 34% yield). (1) The yield is 0.980. The reactants are [NH2:1][C:2]1[CH:10]=[CH:9][CH:8]=[C:7]([O:11][CH3:12])[C:3]=1[C:4](O)=[O:5].Cl.C([N:16]=C=NCCCN(C)C)C.OC1C2N=NNC=2C=CC=1.CN1CCOCC1.[NH4+].[OH-]. The product is [NH2:1][C:2]1[CH:10]=[CH:9][CH:8]=[C:7]([O:11][CH3:12])[C:3]=1[C:4]([NH2:16])=[O:5]. The catalyst is C1COCC1. (2) The reactants are [F:1][C:2]1[CH:27]=[C:26]([N+:28]([O-])=O)[CH:25]=[CH:24][C:3]=1[O:4][C:5]1[CH:10]=[CH:9][N:8]=[C:7]2[CH:11]=[C:12]([C:14]3[CH:19]=[CH:18][C:17]([S:20]([CH3:23])(=[O:22])=[O:21])=[CH:16][CH:15]=3)[S:13][C:6]=12.[BH4-].[Na+]. The catalyst is C1COCC1.CO.Cl[Ni]Cl. The product is [F:1][C:2]1[CH:27]=[C:26]([NH2:28])[CH:25]=[CH:24][C:3]=1[O:4][C:5]1[CH:10]=[CH:9][N:8]=[C:7]2[CH:11]=[C:12]([C:14]3[CH:15]=[CH:16][C:17]([S:20]([CH3:23])(=[O:21])=[O:22])=[CH:18][CH:19]=3)[S:13][C:6]=12. The yield is 0.510. (3) The reactants are [NH2:1][C:2]1[CH:3]=[C:4]2[C:9](=[CH:10][CH:11]=1)[N:8]=[CH:7][C:6]([C:12]#[N:13])=[C:5]2[NH:14][C:15]1[CH:20]=[CH:19][C:18]([F:21])=[C:17]([Cl:22])[CH:16]=1.[CH3:23][N:24]([CH2:26][C:27]1[CH:35]=[C:34]2[C:30]([CH:31]=[C:32]([CH:36]=O)[NH:33]2)=[CH:29][CH:28]=1)[CH3:25].[BH3-]C#N.[Na+]. The catalyst is CCO. The product is [Cl:22][C:17]1[CH:16]=[C:15]([NH:14][C:5]2[C:4]3[C:9](=[CH:10][CH:11]=[C:2]([NH:1][CH2:36][C:32]4[NH:33][C:34]5[C:30]([CH:31]=4)=[CH:29][CH:28]=[C:27]([CH2:26][N:24]([CH3:23])[CH3:25])[CH:35]=5)[CH:3]=3)[N:8]=[CH:7][C:6]=2[C:12]#[N:13])[CH:20]=[CH:19][C:18]=1[F:21]. The yield is 0.650. (4) The reactants are [Cl:1][C:2]1[CH:11]=[C:10]2[C:5]([N:6]=[C:7]([O:20][CH3:21])[C:8](/[CH:12]=[N:13]/[S@:14]([C:16]([CH3:19])([CH3:18])[CH3:17])=[O:15])=[N:9]2)=[CH:4][CH:3]=1.[CH3:22][Mg]Cl. The catalyst is C(Cl)Cl. The product is [Cl:1][C:2]1[CH:11]=[C:10]2[C:5]([N:6]=[C:7]([O:20][CH3:21])[C:8]([C@@H:12]([NH:13][S@:14]([C:16]([CH3:17])([CH3:18])[CH3:19])=[O:15])[CH3:22])=[N:9]2)=[CH:4][CH:3]=1. The yield is 0.620. (5) The reactants are [N+:1]([C:4]1[CH:9]=[CH:8][C:7]([CH:10]2[CH2:15][CH2:14][C:13](=[O:16])[CH2:12][CH2:11]2)=[CH:6][CH:5]=1)([O-])=O. The catalyst is CCO.[Pd]. The product is [NH2:1][C:4]1[CH:5]=[CH:6][C:7]([CH:10]2[CH2:11][CH2:12][C:13](=[O:16])[CH2:14][CH2:15]2)=[CH:8][CH:9]=1. The yield is 0.320. (6) The yield is 0.900. The reactants are Br[C:2]1[CH:3]=[CH:4][C:5]2[O:9][C:8]([CH:10]=[O:11])=[CH:7][C:6]=2[CH:12]=1.[CH2:13]([B-](F)(F)F)[CH2:14][CH2:15][CH3:16].[K+]. No catalyst specified. The product is [CH2:13]([C:2]1[CH:3]=[CH:4][C:5]2[O:9][C:8]([CH:10]=[O:11])=[CH:7][C:6]=2[CH:12]=1)[CH2:14][CH2:15][CH3:16].